From a dataset of Catalyst prediction with 721,799 reactions and 888 catalyst types from USPTO. Predict which catalyst facilitates the given reaction. Reactant: [Br:1][C:2]1[CH:14]=[CH:13][C:12]([F:15])=[CH:11][C:3]=1[O:4][CH:5]1[CH2:10][CH2:9][NH:8][CH2:7][CH2:6]1.C(N(CC)C(C)C)(C)C.Br[C:26]1[S:30][C:29]([C:31]#[N:32])=[N:28][N:27]=1.[NH4+].[Cl-]. Product: [Br:1][C:2]1[CH:14]=[CH:13][C:12]([F:15])=[CH:11][C:3]=1[O:4][CH:5]1[CH2:6][CH2:7][N:8]([C:26]2[S:30][C:29]([C:31]#[N:32])=[N:28][N:27]=2)[CH2:9][CH2:10]1. The catalyst class is: 12.